From a dataset of Full USPTO retrosynthesis dataset with 1.9M reactions from patents (1976-2016). Predict the reactants needed to synthesize the given product. (1) Given the product [Cl:44][C:43]1[CH:42]=[CH:41][CH:40]=[C:39]([Cl:45])[C:38]=1[C:31]1[C:30]([CH2:29][O:1][C:2]2[CH:3]=[C:4]3[C:8](=[CH:9][CH:10]=2)[N:7]([CH2:11][C:12]2[CH:13]=[C:14]([CH:19]=[CH:20][CH:21]=2)[C:15]([O:17][CH3:18])=[O:16])[CH:6]=[CH:5]3)=[C:34]([CH:35]([CH3:37])[CH3:36])[O:33][N:32]=1, predict the reactants needed to synthesize it. The reactants are: [OH:1][C:2]1[CH:3]=[C:4]2[C:8](=[CH:9][CH:10]=1)[N:7]([CH2:11][C:12]1[CH:13]=[C:14]([CH:19]=[CH:20][CH:21]=1)[C:15]([O:17][CH3:18])=[O:16])[CH:6]=[CH:5]2.C(=O)([O-])[O-].[Cs+].[Cs+].Cl[CH2:29][C:30]1[C:31]([C:38]2[C:43]([Cl:44])=[CH:42][CH:41]=[CH:40][C:39]=2[Cl:45])=[N:32][O:33][C:34]=1[CH:35]([CH3:37])[CH3:36]. (2) Given the product [Cl:1][C:2]1[CH:3]=[C:4]([C:9]2([C:23]([F:24])([F:26])[F:25])[O:13][N:12]=[C:11]([C:14]3[CH:19]=[CH:18][C:17]([CH2:20][NH:21][C:27](=[O:29])[CH3:28])=[C:16]([CH3:22])[CH:15]=3)[CH2:10]2)[CH:5]=[C:6]([Cl:8])[CH:7]=1, predict the reactants needed to synthesize it. The reactants are: [Cl:1][C:2]1[CH:3]=[C:4]([C:9]2([C:23]([F:26])([F:25])[F:24])[O:13][N:12]=[C:11]([C:14]3[CH:19]=[CH:18][C:17]([CH2:20][NH2:21])=[C:16]([CH3:22])[CH:15]=3)[CH2:10]2)[CH:5]=[C:6]([Cl:8])[CH:7]=1.[C:27](OC(=O)C)(=[O:29])[CH3:28].C(N(CC)CC)C. (3) Given the product [CH3:1][N:2]1[C:6]([N:7]2[CH2:13][CH:12]3[CH2:19][CH:9]([CH2:10][CH2:11]3)[CH2:8]2)=[C:5]([N+:15]([O-:17])=[O:16])[CH:4]=[N:3]1, predict the reactants needed to synthesize it. The reactants are: [CH3:1][N:2]1[C:6]([N:7]2[CH2:13][CH:12]3O[CH:9]([CH2:10][CH2:11]3)[CH2:8]2)=[C:5]([N+:15]([O-:17])=[O:16])[CH:4]=[N:3]1.Cl.[CH3:19]CCCCCCC. (4) Given the product [NH2:27][CH:28]([CH2:36][C:37]1[CH:38]=[CH:39][C:40]([O:43][C:44]([F:45])([F:46])[F:47])=[CH:41][CH:42]=1)[C:29]([O:31][C:32]([CH3:33])([CH3:34])[CH3:35])=[O:30], predict the reactants needed to synthesize it. The reactants are: C(O)(=O)CC(CC(O)=O)(C(O)=O)O.C1(C(=[N:27][CH:28]([CH2:36][C:37]2[CH:42]=[CH:41][C:40]([O:43][C:44]([F:47])([F:46])[F:45])=[CH:39][CH:38]=2)[C:29]([O:31][C:32]([CH3:35])([CH3:34])[CH3:33])=[O:30])C2C=CC=CC=2)C=CC=CC=1. (5) Given the product [Br:1][C:2]1[CH:7]=[C:6]([S:8]([CH3:11])(=[O:9])=[O:10])[CH:5]=[CH:4][C:3]=1[O:12][CH3:13], predict the reactants needed to synthesize it. The reactants are: [Br:1][C:2]1[CH:7]=[C:6]([S:8]([CH3:11])(=[O:10])=[O:9])[CH:5]=[CH:4][C:3]=1[OH:12].[C:13]([O-])([O-])=O.[K+].[K+].CI. (6) Given the product [Br:1][C:62]1[CH:63]=[CH:64][C:59]([C:55]([CH3:58])([CH3:57])[CH3:56])=[CH:60][C:61]=1[OH:67], predict the reactants needed to synthesize it. The reactants are: [Br-:1].[Br-].[Br-].C([N+](CCCC)(CCCC)CCCC)CCC.C([N+](CCCC)(CCCC)CCCC)CCC.C([N+](CCCC)(CCCC)CCCC)CCC.[C:55]([C:59]1[CH:64]=[CH:63][CH:62]=[CH:61][C:60]=1O)([CH3:58])([CH3:57])[CH3:56].C[OH:67]. (7) The reactants are: Cl[C:2]1[N:10]=[C:9]([C:11]#[N:12])[N:8]=[C:7]2[C:3]=1[N:4]([CH2:22][C:23]1[CH:28]=[CH:27][C:26]([C:29]([F:32])([F:31])[F:30])=[C:25]([F:33])[CH:24]=1)[C:5]([C:13]1[CH:18]=[C:17]([CH:19]([CH3:21])[CH3:20])[CH:16]=[CH:15][N:14]=1)=[N:6]2.C1([C@H](N)C)CCC1.[CH:41]1([C@H:45]([NH:47][CH3:48])[CH3:46])[CH2:44][CH2:43][CH2:42]1. Given the product [CH:41]1([C@H:45]([N:47]([CH3:48])[C:2]2[N:10]=[C:9]([C:11]#[N:12])[N:8]=[C:7]3[C:3]=2[N:4]([CH2:22][C:23]2[CH:28]=[CH:27][C:26]([C:29]([F:32])([F:31])[F:30])=[C:25]([F:33])[CH:24]=2)[C:5]([C:13]2[CH:18]=[C:17]([CH:19]([CH3:21])[CH3:20])[CH:16]=[CH:15][N:14]=2)=[N:6]3)[CH3:46])[CH2:44][CH2:43][CH2:42]1, predict the reactants needed to synthesize it.